This data is from Catalyst prediction with 721,799 reactions and 888 catalyst types from USPTO. The task is: Predict which catalyst facilitates the given reaction. Reactant: [N:1]1[CH:6]=[CH:5][CH:4]=[CH:3][C:2]=1/[CH:7]=[N:8]/[OH:9].[Cl:10]NC(=O)CCC(N)=O. Product: [OH:9]/[N:8]=[C:7](\[Cl:10])/[C:2]1[CH:3]=[CH:4][CH:5]=[CH:6][N:1]=1. The catalyst class is: 369.